Task: Predict the product of the given reaction.. Dataset: Forward reaction prediction with 1.9M reactions from USPTO patents (1976-2016) (1) Given the reactants [F:1][C:2]1[CH:7]=[CH:6][CH:5]=[CH:4][C:3]=1[NH:8][C:9](=[O:25])[NH:10][C:11]1[CH:16]=[CH:15][C:14]([C:17]2[CH:21]=[C:20]([C:22]([OH:24])=O)[O:19][N:18]=2)=[CH:13][CH:12]=1.C1(N=C=NC2CCCCC2)CCCCC1.ON1C2C=CC=CC=2N=N1.Cl.[CH3:52][O:53][C:54](=[O:60])[C@H:55]([CH:57]([CH3:59])[CH3:58])[NH2:56], predict the reaction product. The product is: [CH3:52][O:53][C:54](=[O:60])[CH:55]([NH:56][C:22]([C:20]1[O:19][N:18]=[C:17]([C:14]2[CH:13]=[CH:12][C:11]([NH:10][C:9]([NH:8][C:3]3[CH:4]=[CH:5][CH:6]=[CH:7][C:2]=3[F:1])=[O:25])=[CH:16][CH:15]=2)[CH:21]=1)=[O:24])[CH:57]([CH3:59])[CH3:58]. (2) Given the reactants [Cl:1][C:2]1[N:10]=[C:9]2[C:5]([N:6]=[CH:7][NH:8]2)=[C:4](Cl)[N:3]=1.[NH2:12][C:13]1[CH:14]=[C:15]2[C:19](=[CH:20][CH:21]=1)[CH2:18][CH2:17][CH2:16]2.CCN(CC)CC, predict the reaction product. The product is: [Cl:1][C:2]1[N:10]=[C:9]2[C:5]([N:6]=[CH:7][NH:8]2)=[C:4]([NH:12][C:13]2[CH:14]=[C:15]3[C:19](=[CH:20][CH:21]=2)[CH2:18][CH2:17][CH2:16]3)[N:3]=1. (3) Given the reactants [CH3:1][C:2]1[CH:3]=[C:4]([CH2:9][CH:10]([NH:16][C:17]([NH:19][CH2:20][CH2:21]O)=[S:18])[C:11]2[S:12][CH:13]=[CH:14][CH:15]=2)[CH:5]=[C:6]([CH3:8])[CH:7]=1.C(N(C(C)C)CC)(C)C.[I-].C(C[P+](C)(C)C)#N, predict the reaction product. The product is: [S:18]1[CH2:21][CH2:20][N:19]=[C:17]1[NH:16][CH:10]([C:11]1[S:12][CH:13]=[CH:14][CH:15]=1)[CH2:9][C:4]1[CH:3]=[C:2]([CH3:1])[CH:7]=[C:6]([CH3:8])[CH:5]=1.